This data is from NCI-60 drug combinations with 297,098 pairs across 59 cell lines. The task is: Regression. Given two drug SMILES strings and cell line genomic features, predict the synergy score measuring deviation from expected non-interaction effect. Drug 2: COC1=C2C(=CC3=C1OC=C3)C=CC(=O)O2. Cell line: ACHN. Drug 1: CCC(=C(C1=CC=CC=C1)C2=CC=C(C=C2)OCCN(C)C)C3=CC=CC=C3.C(C(=O)O)C(CC(=O)O)(C(=O)O)O. Synergy scores: CSS=5.01, Synergy_ZIP=-0.395, Synergy_Bliss=3.09, Synergy_Loewe=0.0467, Synergy_HSA=2.16.